This data is from Reaction yield outcomes from USPTO patents with 853,638 reactions. The task is: Predict the reaction yield, written as a fraction of the theoretical maximum amount of product (1.0 means a 100% yield; for example, 0.34 means a 34% yield). (1) The product is [Br:11][C:12]1[CH:17]=[C:16]([O:18][CH3:19])[CH:15]=[CH:14][C:13]=1[O:20]/[C:1](=[CH:2]\[C:3]([O:5][CH2:22][CH3:23])=[O:4])/[C:6]([O:8][CH2:9][CH3:10])=[O:7]. The reactants are [C:1]([C:6]([O:8][CH2:9][CH3:10])=[O:7])#[C:2][C:3]([O-:5])=[O:4].[Br:11][C:12]1[CH:17]=[C:16]([O:18][CH3:19])[CH:15]=[CH:14][C:13]=1[OH:20].[F-].[CH2:22]([N+](CCCC)(CCCC)CCCC)[CH2:23]CC. The catalyst is CC(O)C. The yield is 0.620. (2) The reactants are [Br:1][C:2]1[C:3]([CH3:16])=[C:4]([N:8]2[C:13](=[O:14])[CH:12]=[CH:11][NH:10][C:9]2=[O:15])[CH:5]=[CH:6][CH:7]=1.[F:17][C:18]1[CH:23]=[CH:22][C:21](B(O)O)=[CH:20][CH:19]=1.N1C=CC=CC=1. The catalyst is C(Cl)Cl.C([O-])(=O)C.[Cu+2].C([O-])(=O)C. The product is [Br:1][C:2]1[C:3]([CH3:16])=[C:4]([N:8]2[C:13](=[O:14])[CH:12]=[CH:11][N:10]([C:21]3[CH:22]=[CH:23][C:18]([F:17])=[CH:19][CH:20]=3)[C:9]2=[O:15])[CH:5]=[CH:6][CH:7]=1. The yield is 0.430. (3) The reactants are [Cl:1][C:2]1[NH:3][C:4]2[CH:10]=[C:9]([OH:11])[CH:8]=[CH:7][C:5]=2[N:6]=1.[H-].[Na+].Cl[C:15]1[C:24]2[C:19](=[CH:20][C:21]([O:27][CH2:28][CH:29]3[CH2:34][CH2:33][N:32]([CH3:35])[CH2:31][CH2:30]3)=[C:22]([O:25][CH3:26])[CH:23]=2)[N:18]=[CH:17][N:16]=1.[Cl-].[NH4+]. The catalyst is CN(C=O)C.ClCCl.CO.C(OCC)(=O)C. The product is [Cl:1][C:2]1[NH:3][C:4]2[CH:10]=[C:9]([O:11][C:15]3[C:24]4[C:19](=[CH:20][C:21]([O:27][CH2:28][CH:29]5[CH2:34][CH2:33][N:32]([CH3:35])[CH2:31][CH2:30]5)=[C:22]([O:25][CH3:26])[CH:23]=4)[N:18]=[CH:17][N:16]=3)[CH:8]=[CH:7][C:5]=2[N:6]=1. The yield is 0.160. (4) The reactants are [C:1]([C:5]1[CH:9]=[C:8]([CH2:10][O:11][C:12]2[CH:17]=[CH:16][CH:15]=[CH:14][CH:13]=2)[N:7]([CH2:18][C:19]2[CH:24]=[CH:23][C:22]([CH2:25][O:26]COC)=[CH:21][CH:20]=2)[N:6]=1)([CH3:4])([CH3:3])[CH3:2].Cl.CO. The catalyst is O. The product is [C:1]([C:5]1[CH:9]=[C:8]([CH2:10][O:11][C:12]2[CH:17]=[CH:16][CH:15]=[CH:14][CH:13]=2)[N:7]([CH2:18][C:19]2[CH:24]=[CH:23][C:22]([CH2:25][OH:26])=[CH:21][CH:20]=2)[N:6]=1)([CH3:4])([CH3:2])[CH3:3]. The yield is 0.910. (5) The reactants are [Cl:1][C:2]1[C:3]([Cl:23])=[CH:4][C:5]2[C:6]3[CH2:15][CH2:14][N:13]([C:16]([O:18][C:19]([CH3:22])([CH3:21])[CH3:20])=[O:17])[CH2:12][CH2:11][C:7]=3[NH:8][C:9]=2[CH:10]=1.[H-].[Na+].Br[CH2:27][CH2:28][O:29][C:30]1[CH:35]=[CH:34][CH:33]=[CH:32][CH:31]=1. The catalyst is CN(C=O)C. The product is [Cl:1][C:2]1[C:3]([Cl:23])=[CH:4][C:5]2[C:6]3[CH2:15][CH2:14][N:13]([C:16]([O:18][C:19]([CH3:20])([CH3:22])[CH3:21])=[O:17])[CH2:12][CH2:11][C:7]=3[N:8]([CH2:27][CH2:28][O:29][C:30]3[CH:35]=[CH:34][CH:33]=[CH:32][CH:31]=3)[C:9]=2[CH:10]=1. The yield is 0.760.